This data is from Forward reaction prediction with 1.9M reactions from USPTO patents (1976-2016). The task is: Predict the product of the given reaction. (1) Given the reactants Br[C:2]1[CH:7]=[C:6]([Cl:8])[CH:5]=[CH:4][C:3]=1[C:9]([N:11]1[CH2:16][CH2:15][N:14]([C:17]2[C:22]([CH3:23])=[CH:21][C:20]([CH3:24])=[CH:19][N:18]=2)[CH2:13][CH2:12]1)=[O:10].[CH2:25]1[CH2:32][NH:31][S:28](=[O:30])(=[O:29])[CH2:27][CH2:26]1, predict the reaction product. The product is: [Cl:8][C:6]1[CH:5]=[CH:4][C:3]([C:9]([N:11]2[CH2:16][CH2:15][N:14]([C:17]3[C:22]([CH3:23])=[CH:21][C:20]([CH3:24])=[CH:19][N:18]=3)[CH2:13][CH2:12]2)=[O:10])=[C:2]([N:31]2[CH2:32][CH2:25][CH2:26][CH2:27][S:28]2(=[O:30])=[O:29])[CH:7]=1. (2) Given the reactants [F:1][C:2]([F:32])([F:31])[C:3]1[CH:8]=[CH:7][C:6]([C:9]2[N:14]=[C:13]([CH:15]=[CH2:16])[N:12]=[C:11]([O:17][C:18]3[C:23]4[N:24]=[C:25]([NH:27][C:28](=[O:30])[CH3:29])[S:26][C:22]=4[CH:21]=[CH:20][CH:19]=3)[CH:10]=2)=[CH:5][CH:4]=1.[NH:33]1[CH2:38][CH2:37][O:36][CH2:35][CH2:34]1.C(O)(=O)C, predict the reaction product. The product is: [N:33]1([CH2:16][CH2:15][C:13]2[N:12]=[C:11]([O:17][C:18]3[C:23]4[N:24]=[C:25]([NH:27][C:28](=[O:30])[CH3:29])[S:26][C:22]=4[CH:21]=[CH:20][CH:19]=3)[CH:10]=[C:9]([C:6]3[CH:7]=[CH:8][C:3]([C:2]([F:31])([F:1])[F:32])=[CH:4][CH:5]=3)[N:14]=2)[CH2:38][CH2:37][O:36][CH2:35][CH2:34]1. (3) Given the reactants [Cl:1][C:2]1[S:6][C:5]([S:7]([NH:10][CH:11]([C:23](OC)=[O:24])[CH:12]([CH2:18][C:19]([F:22])([F:21])[F:20])[CH2:13][C:14]([F:17])([F:16])[F:15])(=[O:9])=[O:8])=[CH:4][CH:3]=1.[Li+].[BH4-], predict the reaction product. The product is: [Cl:1][C:2]1[S:6][C:5]([S:7]([NH:10][CH:11]([CH2:23][OH:24])[CH:12]([CH2:18][C:19]([F:20])([F:22])[F:21])[CH2:13][C:14]([F:16])([F:15])[F:17])(=[O:8])=[O:9])=[CH:4][CH:3]=1. (4) The product is: [CH2:11]([N:18]1[CH2:22][CH2:21][C:20]2([O:10][N:9]=[C:8]([C:2]3[CH:7]=[CH:6][CH:5]=[CH:4][CH:3]=3)[CH2:23]2)[CH2:19]1)[C:12]1[CH:17]=[CH:16][CH:15]=[CH:14][CH:13]=1. Given the reactants Cl[C:2]1([CH:8]=[N:9][OH:10])[CH:7]=[CH:6][CH:5]=[CH:4][CH2:3]1.[CH2:11]([N:18]1[CH2:22][CH2:21][C:20](=[CH2:23])[CH2:19]1)[C:12]1[CH:17]=[CH:16][CH:15]=[CH:14][CH:13]=1.C(Cl)Cl.C(N(CC)CC)C, predict the reaction product. (5) Given the reactants [N:1]([CH2:4][C:5]1[CH:14]=[N:13][C:12]2[C:11]([N:15]3[CH2:20][CH2:19][O:18][CH2:17][CH2:16]3)=[N:10][C:9]([C:21]3[CH:22]=[C:23]([OH:27])[CH:24]=[CH:25][CH:26]=3)=[N:8][C:7]=2[CH:6]=1)=[N+:2]=[N-:3].C(N(CC)CC)C.[CH3:35][N:36]([CH3:40])[CH2:37][C:38]#[CH:39], predict the reaction product. The product is: [CH3:35][N:36]([CH2:37][C:38]1[N:3]=[N:2][N:1]([CH2:4][C:5]2[CH:14]=[N:13][C:12]3[C:11]([N:15]4[CH2:20][CH2:19][O:18][CH2:17][CH2:16]4)=[N:10][C:9]([C:21]4[CH:22]=[C:23]([OH:27])[CH:24]=[CH:25][CH:26]=4)=[N:8][C:7]=3[CH:6]=2)[CH:39]=1)[CH3:40]. (6) The product is: [NH2:8][S:9]([N:12]([CH3:40])[CH2:13][CH2:14][CH2:15][CH2:16][CH2:17][CH2:18][CH2:19][CH2:20][C@H:21]([NH:27][S:28]([C:31]1[CH:36]=[CH:35][CH:34]=[CH:33][C:32]=1[N+:37]([O-:39])=[O:38])(=[O:29])=[O:30])[C:22]([O:24][CH2:25][CH3:26])=[O:23])(=[O:10])=[O:11]. Given the reactants C(OC([NH:8][S:9]([N:12]([CH3:40])[CH2:13][CH2:14][CH2:15][CH2:16][CH2:17][CH2:18][CH2:19][CH2:20][C@H:21]([NH:27][S:28]([C:31]1[CH:36]=[CH:35][CH:34]=[CH:33][C:32]=1[N+:37]([O-:39])=[O:38])(=[O:30])=[O:29])[C:22]([O:24][CH2:25][CH3:26])=[O:23])(=[O:11])=[O:10])=O)(C)(C)C.Cl, predict the reaction product. (7) Given the reactants [H-].[Na+].[C:3]([C:7]1[CH:12]=[CH:11][C:10]([N:13]2[C:17](=[O:18])[C:16]([CH3:20])([CH3:19])[NH:15][C:14]2=[O:21])=[CH:9][CH:8]=1)([CH3:6])([CH3:5])[CH3:4].Cl[CH2:23][C:24]1[CH:29]=[CH:28][N:27]=[C:26]([S:30][CH3:31])[N:25]=1, predict the reaction product. The product is: [C:3]([C:7]1[CH:8]=[CH:9][C:10]([N:13]2[C:17](=[O:18])[C:16]([CH3:20])([CH3:19])[N:15]([CH2:23][C:24]3[CH:29]=[CH:28][N:27]=[C:26]([S:30][CH3:31])[N:25]=3)[C:14]2=[O:21])=[CH:11][CH:12]=1)([CH3:6])([CH3:4])[CH3:5]. (8) The product is: [C:8]1([C@@H:4]2[CH2:5][CH2:6][CH2:7][N:2]([C:21]([O:23][CH:24]3[CH2:28][CH2:27][CH2:26][CH2:25]3)=[O:22])[CH2:3]2)[N:12]2[C:13]3[CH:19]=[CH:18][NH:17][C:14]=3[N:15]=[CH:16][C:11]2=[CH:10][N:9]=1. Given the reactants Cl.[NH:2]1[CH2:7][CH2:6][CH2:5][C@@H:4]([C:8]2[N:12]3[C:13]4[CH:19]=[CH:18][NH:17][C:14]=4[N:15]=[CH:16][C:11]3=[CH:10][N:9]=2)[CH2:3]1.Cl[C:21]([O:23][CH:24]1[CH2:28][CH2:27][CH2:26][CH2:25]1)=[O:22], predict the reaction product.